From a dataset of Forward reaction prediction with 1.9M reactions from USPTO patents (1976-2016). Predict the product of the given reaction. (1) Given the reactants Cl[C:2]1[C:7]([N+:8]([O-:10])=[O:9])=[CH:6][CH:5]=[C:4]([Cl:11])[N:3]=1.CCN(C(C)C)C(C)C.[CH:21]1([C:24]2[NH:28][N:27]=[C:26]([NH2:29])[CH:25]=2)[CH2:23][CH2:22]1, predict the reaction product. The product is: [Cl:11][C:4]1[N:3]=[C:2]([NH:29][C:26]2[CH:25]=[C:24]([CH:21]3[CH2:23][CH2:22]3)[NH:28][N:27]=2)[C:7]([N+:8]([O-:10])=[O:9])=[CH:6][CH:5]=1. (2) The product is: [SH:16][C:14]1[S:15][C:9]2[CH:8]=[CH:7][C:4]([C:5]#[N:6])=[CH:3][C:2]=2[N:1]=1. Given the reactants [NH2:1][C:2]1[CH:3]=[C:4]([CH:7]=[CH:8][C:9]=1Cl)[C:5]#[N:6].C(O[C:14]([SH:16])=[S:15])C.[K], predict the reaction product. (3) Given the reactants [CH3:1][O:2][C:3]1[CH:4]=[CH:5][C:6]2[NH:11][CH2:10][C:9](=[O:12])[NH:8][C:7]=2[N:13]=1, predict the reaction product. The product is: [CH3:1][O:2][C:3]1[CH:4]=[CH:5][C:6]2[N:11]=[CH:10][C:9](=[O:12])[NH:8][C:7]=2[N:13]=1. (4) Given the reactants C([O:3][C:4](=[O:35])[CH2:5][O:6][C:7]1[CH:12]=[CH:11][C:10]([O:13][C:14]2[CH:19]=[C:18]([C:20]#[C:21][CH2:22][N:23]3[CH2:28][CH2:27][O:26][CH2:25][CH2:24]3)[CH:17]=[C:16]([O:29][CH2:30][CH:31]([CH3:33])[CH3:32])[CH:15]=2)=[CH:9][C:8]=1[CH3:34])C.[OH-].[Na+].Cl, predict the reaction product. The product is: [CH2:30]([O:29][C:16]1[CH:15]=[C:14]([CH:19]=[C:18]([C:20]#[C:21][CH2:22][N:23]2[CH2:24][CH2:25][O:26][CH2:27][CH2:28]2)[CH:17]=1)[O:13][C:10]1[CH:11]=[CH:12][C:7]([O:6][CH2:5][C:4]([OH:35])=[O:3])=[C:8]([CH3:34])[CH:9]=1)[CH:31]([CH3:33])[CH3:32]. (5) Given the reactants [H-].[Na+].[F:3][C:4]1[CH:5]=[N:6][N:7]([CH2:9][C:10]#[N:11])[CH:8]=1.Br[CH2:13][CH2:14]Br.[Cl-].[NH4+], predict the reaction product. The product is: [F:3][C:4]1[CH:5]=[N:6][N:7]([C:9]2([C:10]#[N:11])[CH2:14][CH2:13]2)[CH:8]=1. (6) Given the reactants [F:1][C:2]([F:10])([F:9])[CH2:3][CH2:4][S:5](Cl)(=[O:7])=[O:6].[Cl:11][C:12]1[CH:17]=[C:16]([Cl:18])[CH:15]=[CH:14][C:13]=1[N:19]1[C:27]2[CH:26]=[CH:25][N:24]([N:28]3[CH2:33][CH2:32][CH2:31][CH2:30][CH2:29]3)[C:23](=[O:34])[C:22]=2[C:21]([CH3:35])=[C:20]1[C:36]1[CH:41]=[CH:40][C:39]([OH:42])=[CH:38][CH:37]=1, predict the reaction product. The product is: [Cl:11][C:12]1[CH:17]=[C:16]([Cl:18])[CH:15]=[CH:14][C:13]=1[N:19]1[C:27]2[CH:26]=[CH:25][N:24]([N:28]3[CH2:33][CH2:32][CH2:31][CH2:30][CH2:29]3)[C:23](=[O:34])[C:22]=2[C:21]([CH3:35])=[C:20]1[C:36]1[CH:37]=[CH:38][C:39]([O:42][S:5]([CH2:4][CH2:3][C:2]([F:10])([F:9])[F:1])(=[O:7])=[O:6])=[CH:40][CH:41]=1.